Dataset: Full USPTO retrosynthesis dataset with 1.9M reactions from patents (1976-2016). Task: Predict the reactants needed to synthesize the given product. (1) Given the product [C:1]([C:3]1([NH:6][C:7]([C@@H:9]2[CH2:13][C@@H:12]([S:14]([C:17]3[CH:22]=[CH:21][C:20]([C:41]4[CH:40]=[CH:39][N:38]=[C:37]([Cl:36])[CH:42]=4)=[CH:19][C:18]=3[C:24]([F:27])([F:26])[F:25])(=[O:16])=[O:15])[CH2:11][C@H:10]2[C:28]([N:30]2[CH2:33][C:32]([F:35])([F:34])[CH2:31]2)=[O:29])=[O:8])[CH2:5][CH2:4]1)#[N:2], predict the reactants needed to synthesize it. The reactants are: [C:1]([C:3]1([NH:6][C:7]([C@@H:9]2[CH2:13][C@@H:12]([S:14]([C:17]3[CH:22]=[CH:21][C:20](Br)=[CH:19][C:18]=3[C:24]([F:27])([F:26])[F:25])(=[O:16])=[O:15])[CH2:11][C@H:10]2[C:28]([N:30]2[CH2:33][C:32]([F:35])([F:34])[CH2:31]2)=[O:29])=[O:8])[CH2:5][CH2:4]1)#[N:2].[Cl:36][C:37]1[CH:42]=[C:41](B(O)O)[CH:40]=[CH:39][N:38]=1. (2) The reactants are: [CH:1]1([C:4]2[C:5]([NH:24][S:25]([CH3:28])(=[O:27])=[O:26])=[CH:6][C:7]3[O:11][C:10]([C:12]4[CH:17]=[CH:16][C:15]([F:18])=[CH:14][CH:13]=4)=[C:9]([C:19]([NH:21][CH3:22])=[O:20])[C:8]=3[CH:23]=2)[CH2:3][CH2:2]1.F[C:30]1[CH:35]=[CH:34][C:33]([N+:36]([O-:38])=[O:37])=[CH:32][C:31]=1[F:39].C(=O)([O-])[O-].[K+].[K+]. Given the product [CH:1]1([C:4]2[C:5]([N:24]([C:30]3[CH:35]=[CH:34][C:33]([N+:36]([O-:38])=[O:37])=[CH:32][C:31]=3[F:39])[S:25]([CH3:28])(=[O:27])=[O:26])=[CH:6][C:7]3[O:11][C:10]([C:12]4[CH:17]=[CH:16][C:15]([F:18])=[CH:14][CH:13]=4)=[C:9]([C:19]([NH:21][CH3:22])=[O:20])[C:8]=3[CH:23]=2)[CH2:3][CH2:2]1, predict the reactants needed to synthesize it. (3) The reactants are: [C:1]([N:4]1[C:12]2[C:7](=[CH:8][C:9]([C:13]([OH:15])=O)=[CH:10][CH:11]=2)[CH:6]=[N:5]1)(=[O:3])[CH3:2].C1N=CN(C(N2C=NC=C2)=O)C=1.[CH2:28]([O:30][C:31](=[O:36])[CH2:32]C(O)=O)[CH3:29].CCN(CC)CC.[Mg+2].[Cl-].[Cl-].[K]. Given the product [C:1]([N:4]1[C:12]2[C:7](=[CH:8][C:9]([C:13](=[O:15])[CH2:32][C:31]([O:30][CH2:28][CH3:29])=[O:36])=[CH:10][CH:11]=2)[CH:6]=[N:5]1)(=[O:3])[CH3:2], predict the reactants needed to synthesize it. (4) Given the product [CH2:1]([O:8][C:9]([N:11]1[CH2:16][CH2:15][N:14]([C:17]2[CH:18]=[CH:19][C:20]3[N:25]4[C:26](=[O:35])[O:27][C@@H:28]([CH2:29][N:43]5[C:39](=[O:49])[C:40]6[C:41](=[CH:45][CH:46]=[CH:47][CH:48]=6)[C:42]5=[O:44])[C@@H:24]4[CH2:23][O:22][C:21]=3[CH:36]=2)[C:13](=[O:37])[CH2:12]1)=[O:10])[C:2]1[CH:3]=[CH:4][CH:5]=[CH:6][CH:7]=1, predict the reactants needed to synthesize it. The reactants are: [CH2:1]([O:8][C:9]([N:11]1[CH2:16][CH2:15][N:14]([C:17]2[CH:18]=[CH:19][C:20]3[N:25]4[C:26](=[O:35])[O:27][C@@H:28]([CH2:29]OS(C)(=O)=O)[C@@H:24]4[CH2:23][O:22][C:21]=3[CH:36]=2)[C:13](=[O:37])[CH2:12]1)=[O:10])[C:2]1[CH:7]=[CH:6][CH:5]=[CH:4][CH:3]=1.[K].[C:39]1(=[O:49])[NH:43][C:42](=[O:44])[C:41]2=[CH:45][CH:46]=[CH:47][CH:48]=[C:40]12. (5) The reactants are: [NH:1]1[CH2:6][CH2:5][CH:4]([CH2:7][CH2:8][OH:9])[CH2:3][CH2:2]1.C([O-])(O)=O.[Na+].[CH3:15][C:16]([CH3:22])([CH3:21])[CH2:17][C:18](Cl)=[O:19]. Given the product [OH:9][CH2:8][CH2:7][CH:4]1[CH2:5][CH2:6][N:1]([C:18](=[O:19])[CH2:17][C:16]([CH3:22])([CH3:21])[CH3:15])[CH2:2][CH2:3]1, predict the reactants needed to synthesize it. (6) Given the product [CH3:32][S:33]([N:36]1[CH2:41][CH2:40][N:39]([C:2]2[C:7]([S:8][CH3:9])=[C:6]([N:10]3[CH2:11][CH2:12][O:13][CH2:14][CH2:15]3)[N:5]=[C:4]([C:16]3[CH:17]=[CH:18][C:19]([NH:22][C:23]([NH:25][C:26]4[CH:27]=[CH:28][CH:29]=[CH:30][CH:31]=4)=[O:24])=[CH:20][CH:21]=3)[N:3]=2)[CH2:38][CH2:37]1)(=[O:35])=[O:34], predict the reactants needed to synthesize it. The reactants are: Cl[C:2]1[C:7]([S:8][CH3:9])=[C:6]([N:10]2[CH2:15][CH2:14][O:13][CH2:12][CH2:11]2)[N:5]=[C:4]([C:16]2[CH:21]=[CH:20][C:19]([NH:22][C:23]([NH:25][C:26]3[CH:31]=[CH:30][CH:29]=[CH:28][CH:27]=3)=[O:24])=[CH:18][CH:17]=2)[N:3]=1.[CH3:32][S:33]([N:36]1[CH2:41][CH2:40][NH:39][CH2:38][CH2:37]1)(=[O:35])=[O:34].C(N(CC)CC)C.